Task: Predict the reaction yield, written as a fraction of the theoretical maximum amount of product (1.0 means a 100% yield; for example, 0.34 means a 34% yield).. Dataset: Reaction yield outcomes from USPTO patents with 853,638 reactions (1) The reactants are [CH:1]1([CH2:4][O:5][C:6]2[CH:11]=[CH:10][C:9]([S:12]([CH3:15])(=[O:14])=[O:13])=[CH:8][C:7]=2[C:16]2[C:25]3[C:20](=[CH:21][CH:22]=[C:23](F)[CH:24]=3)[C:19](=[O:27])[N:18]([CH3:28])[CH:17]=2)[CH2:3][CH2:2]1.C[O-].[Na+].C[C:33](=O)[O:34]CC. The catalyst is CN(C)C(=O)C.CO.CCCCCC. The product is [CH:1]1([CH2:4][O:5][C:6]2[CH:11]=[CH:10][C:9]([S:12]([CH3:15])(=[O:14])=[O:13])=[CH:8][C:7]=2[C:16]2[C:25]3[C:20](=[CH:21][CH:22]=[C:23]([O:34][CH3:33])[CH:24]=3)[C:19](=[O:27])[N:18]([CH3:28])[CH:17]=2)[CH2:3][CH2:2]1. The yield is 0.740. (2) The reactants are [Cl:1][C:2]1[C:7](/[CH:8]=[C:9](\[C:12]2[CH:17]=[CH:16][C:15]([F:18])=[CH:14][CH:13]=2)/[CH:10]=[O:11])=[CH:6][CH:5]=[CH:4][N:3]=1.[OH-:19].[Na+].OO.[BH4-].[Na+]. The catalyst is CO. The yield is 0.880. The product is [Cl:1][C:2]1[C:7]([CH:8]2[O:19][C:9]2([CH2:10][OH:11])[C:12]2[CH:13]=[CH:14][C:15]([F:18])=[CH:16][CH:17]=2)=[CH:6][CH:5]=[CH:4][N:3]=1.